Dataset: Reaction yield outcomes from USPTO patents with 853,638 reactions. Task: Predict the reaction yield, written as a fraction of the theoretical maximum amount of product (1.0 means a 100% yield; for example, 0.34 means a 34% yield). (1) The reactants are [Cl-].O[NH3+:3].[C:4](=[O:7])([O-])[OH:5].[Na+].CS(C)=O.[C:13]([O:17][C:18]1[CH:23]=[CH:22][C:21]([N:24]2[C:29](=[O:30])[C:28]([CH2:31][C:32]3[CH:37]=[CH:36][C:35]([C:38]4[C:39]([C:44]#[N:45])=[CH:40][CH:41]=[CH:42][CH:43]=4)=[CH:34][CH:33]=3)=[C:27]([CH2:46][CH2:47][CH3:48])[N:26]=[C:25]2[O:49][CH3:50])=[CH:20][CH:19]=1)([CH3:16])([CH3:15])[CH3:14]. The catalyst is O. The product is [C:13]([O:17][C:18]1[CH:19]=[CH:20][C:21]([N:24]2[C:29](=[O:30])[C:28]([CH2:31][C:32]3[CH:37]=[CH:36][C:35]([C:38]4[CH:43]=[CH:42][CH:41]=[CH:40][C:39]=4[C:44]4[NH:3][C:4](=[O:7])[O:5][N:45]=4)=[CH:34][CH:33]=3)=[C:27]([CH2:46][CH2:47][CH3:48])[N:26]=[C:25]2[O:49][CH3:50])=[CH:22][CH:23]=1)([CH3:16])([CH3:15])[CH3:14]. The yield is 0.260. (2) The reactants are [C:1]([O:7][CH2:8][CH3:9])(=[O:6])[CH:2]([CH2:4][OH:5])[OH:3].N1C=CN=C1.[C:15]([Si:19]([CH3:22])([CH3:21])Cl)([CH3:18])([CH3:17])[CH3:16]. The catalyst is ClCCl.CN(C1C=CN=CC=1)C. The product is [OH:3][CH:2]([CH2:4][O:5][Si:19]([CH3:22])([CH3:21])[C:15]([CH3:18])([CH3:17])[CH3:16])[C:1]([O:7][CH2:8][CH3:9])=[O:6]. The yield is 0.970. (3) The reactants are [CH3:1][C:2]([CH3:7])([CH3:6])[CH:3]([OH:5])[CH3:4].[H-].[Na+].Cl[C:11]1[CH:12]=[CH:13][C:14]2[CH2:15][N:16]([C:22]([O:24][C:25]([CH3:28])([CH3:27])[CH3:26])=[O:23])[CH2:17][CH2:18][O:19][C:20]=2[N:21]=1.O. The catalyst is C1(C)C=CC=CC=1.C1C=CC(/C=C/C(/C=C/C2C=CC=CC=2)=O)=CC=1.C1C=CC(/C=C/C(/C=C/C2C=CC=CC=2)=O)=CC=1.C1C=CC(/C=C/C(/C=C/C2C=CC=CC=2)=O)=CC=1.[Pd].[Pd].C1C=CC(P(C2C(C3C(P(C4C=CC=CC=4)C4C=CC=CC=4)=CC=C4C=3C=CC=C4)=C3C(C=CC=C3)=CC=2)C2C=CC=CC=2)=CC=1. The product is [CH3:4][CH:3]([O:5][C:11]1[CH:12]=[CH:13][C:14]2[CH2:15][N:16]([C:22]([O:24][C:25]([CH3:28])([CH3:27])[CH3:26])=[O:23])[CH2:17][CH2:18][O:19][C:20]=2[N:21]=1)[C:2]([CH3:7])([CH3:6])[CH3:1]. The yield is 0.620. (4) The reactants are [CH3:1][O:2][C:3](=[O:37])[C:4]([C:16]1[CH:21]=[CH:20][C:19]([O:22][C:23]2[CH:28]=[CH:27][C:26]([CH:29]=[C:30]3[S:34][C:33](=[O:35])[NH:32][C:31]3=[O:36])=[CH:25][CH:24]=2)=[CH:18][CH:17]=1)=[CH:5][C:6]1[CH:11]=[C:10]([O:12][CH3:13])[CH:9]=[C:8]([O:14][CH3:15])[CH:7]=1.C([O-])=O.[NH4+]. The catalyst is [Pt].C(O)(=O)C. The product is [CH3:1][O:2][C:3](=[O:37])[C:4]([C:16]1[CH:21]=[CH:20][C:19]([O:22][C:23]2[CH:28]=[CH:27][C:26]([CH2:29][CH:30]3[S:34][C:33](=[O:35])[NH:32][C:31]3=[O:36])=[CH:25][CH:24]=2)=[CH:18][CH:17]=1)=[CH:5][C:6]1[CH:11]=[C:10]([O:12][CH3:13])[CH:9]=[C:8]([O:14][CH3:15])[CH:7]=1. The yield is 0.640. (5) The reactants are [Cl:1][C:2]1[C:7]([O:8][CH3:9])=[CH:6][C:5]([O:10][CH3:11])=[C:4]([F:12])[C:3]=1[NH:13]C(=O)C.[OH-].[K+]. The catalyst is C(O)C.O. The product is [Cl:1][C:2]1[C:7]([O:8][CH3:9])=[CH:6][C:5]([O:10][CH3:11])=[C:4]([F:12])[C:3]=1[NH2:13]. The yield is 0.580.